From a dataset of Peptide-MHC class I binding affinity with 185,985 pairs from IEDB/IMGT. Regression. Given a peptide amino acid sequence and an MHC pseudo amino acid sequence, predict their binding affinity value. This is MHC class I binding data. (1) The peptide sequence is NETPGIRYQY. The MHC is Mamu-A11 with pseudo-sequence Mamu-A11. The binding affinity (normalized) is 0. (2) The peptide sequence is LISSDGARV. The MHC is HLA-A02:06 with pseudo-sequence HLA-A02:06. The binding affinity (normalized) is 0.506.